This data is from TCR-epitope binding with 47,182 pairs between 192 epitopes and 23,139 TCRs. The task is: Binary Classification. Given a T-cell receptor sequence (or CDR3 region) and an epitope sequence, predict whether binding occurs between them. (1) The epitope is SEVGPEHSLAEY. The TCR CDR3 sequence is CASSDQGQVKNIQYF. Result: 0 (the TCR does not bind to the epitope). (2) The epitope is NLVPMVATV. The TCR CDR3 sequence is CASSFGGNTEAFF. Result: 1 (the TCR binds to the epitope).